Regression/Classification. Given a drug SMILES string, predict its toxicity properties. Task type varies by dataset: regression for continuous values (e.g., LD50, hERG inhibition percentage) or binary classification for toxic/non-toxic outcomes (e.g., AMES mutagenicity, cardiotoxicity, hepatotoxicity). Dataset: ames. From a dataset of Ames mutagenicity test results for genotoxicity prediction. The compound is Clc1cccc(C(Cl)(Cl)Cl)n1. The result is 1 (mutagenic).